This data is from Full USPTO retrosynthesis dataset with 1.9M reactions from patents (1976-2016). The task is: Predict the reactants needed to synthesize the given product. (1) Given the product [C:24]([C:26](=[CH:22][C:19]1[CH:20]=[C:21]2[C:16](=[CH:17][CH:18]=1)[NH:15][N:14]=[C:13]2[C:5]1[CH:6]=[C:7]([O:11][CH3:12])[C:8]([O:9][CH3:10])=[C:3]([O:2][CH3:1])[CH:4]=1)[C:27]([NH2:29])=[O:28])#[N:25], predict the reactants needed to synthesize it. The reactants are: [CH3:1][O:2][C:3]1[CH:4]=[C:5]([C:13]2[C:21]3[C:16](=[CH:17][CH:18]=[C:19]([CH:22]=O)[CH:20]=3)[NH:15][N:14]=2)[CH:6]=[C:7]([O:11][CH3:12])[C:8]=1[O:9][CH3:10].[C:24]([CH2:26][C:27]([NH2:29])=[O:28])#[N:25].C1CCN2C(=NCCC2)CC1. (2) The reactants are: [NH2:1][CH2:2][CH2:3][NH:4][C:5]1[N:13]=[C:12]([Cl:14])[N:11]=[C:10]2[C:6]=1[N:7]=[CH:8][N:9]2[CH:15]1[CH2:19][CH2:18][CH2:17][CH2:16]1.C(Cl)Cl.C(N(CC)CC)C.[CH3:30][O:31][C:32]1[CH:37]=[CH:36][C:35]([S:38](Cl)(=[O:40])=[O:39])=[CH:34][CH:33]=1. Given the product [Cl:14][C:12]1[N:11]=[C:10]2[C:6]([N:7]=[CH:8][N:9]2[CH:15]2[CH2:19][CH2:18][CH2:17][CH2:16]2)=[C:5]([NH:4][CH2:3][CH2:2][NH:1][S:38]([C:35]2[CH:34]=[CH:33][C:32]([O:31][CH3:30])=[CH:37][CH:36]=2)(=[O:40])=[O:39])[N:13]=1, predict the reactants needed to synthesize it. (3) Given the product [Cl:1][C:2]1[N:7]=[C:6]2[C:18]([CH2:19][CH2:20][C:21]([O:23][CH3:24])=[O:22])=[C:17]([C:14]3[CH:13]=[CH:12][C:11]([Cl:10])=[CH:16][CH:15]=3)[NH:9][C:5]2=[CH:4][CH:3]=1, predict the reactants needed to synthesize it. The reactants are: [Cl:1][C:2]1[N:7]=[C:6](I)[C:5]([NH2:9])=[CH:4][CH:3]=1.[Cl:10][C:11]1[CH:16]=[CH:15][C:14]([C:17]#[C:18][CH2:19][CH2:20][C:21]([O:23][CH3:24])=[O:22])=[CH:13][CH:12]=1.